The task is: Predict the reactants needed to synthesize the given product.. This data is from Full USPTO retrosynthesis dataset with 1.9M reactions from patents (1976-2016). (1) Given the product [C:15]([O:19][C:20](=[O:27])[NH:21][CH:22]1[CH2:25][CH:24]([N:32]2[CH2:33][CH2:34][N:29]([CH3:28])[C:30](=[O:35])[CH2:31]2)[CH2:23]1)([CH3:18])([CH3:17])[CH3:16], predict the reactants needed to synthesize it. The reactants are: C(O[BH-](OC(=O)C)OC(=O)C)(=O)C.[Na+].[C:15]([O:19][C:20](=[O:27])[NH:21][CH:22]1[CH2:25][C:24](=O)[CH2:23]1)([CH3:18])([CH3:17])[CH3:16].[CH3:28][N:29]1[CH2:34][CH2:33][NH:32][CH2:31][C:30]1=[O:35]. (2) The reactants are: [O:1]([C:8]1[CH:9]=[C:10]([N:14]([CH2:22][C:23]2[CH:28]=[CH:27][CH:26]=[C:25]([O:29][C:30]([F:35])([F:34])[CH:31]([F:33])[F:32])[CH:24]=2)[CH2:15][CH:16](O)[C:17]([F:20])([F:19])[F:18])[CH:11]=[CH:12][CH:13]=1)[C:2]1[CH:7]=[CH:6][CH:5]=[CH:4][CH:3]=1.C(N(S(F)(F)[F:42])CC)C. Given the product [O:1]([C:8]1[CH:9]=[C:10]([N:14]([CH2:15][CH:16]([F:42])[C:17]([F:18])([F:19])[F:20])[CH2:22][C:23]2[CH:28]=[CH:27][CH:26]=[C:25]([O:29][C:30]([F:35])([F:34])[CH:31]([F:32])[F:33])[CH:24]=2)[CH:11]=[CH:12][CH:13]=1)[C:2]1[CH:3]=[CH:4][CH:5]=[CH:6][CH:7]=1, predict the reactants needed to synthesize it. (3) Given the product [C:1]12([C:11]3[CH:12]=[C:13]([C:19]4[CH:20]=[C:21]5[C:26](=[CH:27][CH:28]=4)[CH:25]=[C:24]([CH:29]([OH:30])[C:35]#[N:36])[CH:23]=[CH:22]5)[CH:14]=[CH:15][C:16]=3[O:17][CH3:18])[CH2:8][CH:7]3[CH2:6][CH:5]([CH2:4][CH:3]([CH2:9]3)[CH2:2]1)[CH2:10]2, predict the reactants needed to synthesize it. The reactants are: [C:1]12([C:11]3[CH:12]=[C:13]([C:19]4[CH:20]=[C:21]5[C:26](=[CH:27][CH:28]=4)[CH:25]=[C:24]([CH:29]=[O:30])[CH:23]=[CH:22]5)[CH:14]=[CH:15][C:16]=3[O:17][CH3:18])[CH2:10][CH:5]3[CH2:6][CH:7]([CH2:9][CH:3]([CH2:4]3)[CH2:2]1)[CH2:8]2.C[Si]([C:35]#[N:36])(C)C.O. (4) Given the product [NH2:16][C:10]1[O:11][CH2:12][C:13]([F:14])([F:15])[C@:8]([C:6]2[CH:7]=[C:2]([NH:1][C:24]([C:22]3[N:21]=[CH:20][O:19][CH:23]=3)=[O:25])[CH:3]=[CH:4][C:5]=2[F:18])([CH3:17])[N:9]=1, predict the reactants needed to synthesize it. The reactants are: [NH2:1][C:2]1[CH:3]=[CH:4][C:5]([F:18])=[C:6]([C@:8]2([CH3:17])[C:13]([F:15])([F:14])[CH2:12][O:11][C:10]([NH2:16])=[N:9]2)[CH:7]=1.[O:19]1[CH:23]=[C:22]([C:24](O)=[O:25])[N:21]=[CH:20]1. (5) The reactants are: [Br:1][C:2]1[C:3]([CH3:9])=[C:4]([CH:6]=[CH:7][CH:8]=1)[NH2:5].C(OC(=O)C)(=O)C.C([O-])(=O)C.[K+].[N:22](OCCC(C)C)=O. Given the product [Br:1][C:2]1[CH:8]=[CH:7][CH:6]=[C:4]2[C:3]=1[CH:9]=[N:22][NH:5]2, predict the reactants needed to synthesize it.